From a dataset of Forward reaction prediction with 1.9M reactions from USPTO patents (1976-2016). Predict the product of the given reaction. (1) The product is: [O:4]1[CH:5]=[C:6]([C:9]2[CH:14]=[CH:13][N:12]=[C:11]([S:15][CH3:16])[N:10]=2)[CH:7]=[N:2]1. Given the reactants Cl.[NH2:2]O.[OH:4]/[CH:5]=[C:6](\[C:9]1[CH:14]=[CH:13][N:12]=[C:11]([S:15][CH3:16])[N:10]=1)/[CH:7]=O.C([O-])(O)=O.[Na+], predict the reaction product. (2) Given the reactants [CH3:1][N:2]1[CH2:8][CH2:7][CH2:6][C:5](=[O:9])[CH2:4][CH2:3]1.Cl.[N+:11]([C:14]1[CH:21]=[CH:20][C:17]([CH:18]=O)=[CH:16][CH:15]=1)([O-:13])=[O:12].OS(O)(=O)=O, predict the reaction product. The product is: [CH3:1][N:2]1[CH2:8][CH2:7]/[C:6](=[CH:18]\[C:17]2[CH:20]=[CH:21][C:14]([N+:11]([O-:13])=[O:12])=[CH:15][CH:16]=2)/[C:5](=[O:9])/[C:4](=[CH:18]/[C:17]2[CH:20]=[CH:21][C:14]([N+:11]([O-:13])=[O:12])=[CH:15][CH:16]=2)/[CH2:3]1. (3) Given the reactants C(O)(=O)C.[F:5][C:6]([F:26])([F:25])[O:7][C:8]1[CH:13]=[CH:12][C:11]([N:14]2[CH2:18][CH2:17][C:16]3([CH2:23][CH2:22][NH:21][CH2:20][CH2:19]3)[C:15]2=[O:24])=[CH:10][CH:9]=1.[CH3:27][N:28]1[CH:32]=[CH:31][C:30]([S:33](Cl)(=[O:35])=[O:34])=[N:29]1, predict the reaction product. The product is: [CH3:27][N:28]1[CH:32]=[CH:31][C:30]([S:33]([N:21]2[CH2:20][CH2:19][C:16]3([C:15](=[O:24])[N:14]([C:11]4[CH:12]=[CH:13][C:8]([O:7][C:6]([F:5])([F:25])[F:26])=[CH:9][CH:10]=4)[CH2:18][CH2:17]3)[CH2:23][CH2:22]2)(=[O:35])=[O:34])=[N:29]1. (4) Given the reactants Cl[C:2]1[CH:7]=[CH:6][C:5]([N+:8]([O-])=O)=[CH:4][C:3]=1[CH3:11].[NH:12]1[CH2:17]COC[CH2:13]1.CC1C=C([N+]([O-])=O)C=C[C:20]=1[N:28]1[CH2:33][CH2:32][O:31][CH2:30][CH2:29]1.CC1C=C(N)C=CC=1N1CC[O:44][CH2:43]C1.Cl[C:49]1[N:54]=[C:53]([NH:55][C:56]2[CH:61]=[CH:60][C:59]([N:62]3[CH2:67][CH2:66][O:65][CH2:64][CH2:63]3)=[C:58]([CH3:68])[CH:57]=2)[C:52]([Cl:69])=[CH:51][N:50]=1, predict the reaction product. The product is: [Cl:69][C:52]1[C:53]([NH:55][C:56]2[CH:61]=[CH:60][C:59]([N:62]3[CH2:67][CH2:66][O:65][CH2:64][CH2:63]3)=[C:58]([CH3:68])[CH:57]=2)=[N:54][C:49]([NH:8][C:5]2[C:6]([O:44][CH3:43])=[CH:7][C:2]3[CH2:32][CH2:33][N:28]([CH2:29][C:30]([N:12]([CH3:17])[CH3:13])=[O:31])[CH2:20][CH2:11][C:3]=3[CH:4]=2)=[N:50][CH:51]=1. (5) Given the reactants [Cl:1][C:2]1[CH:7]=[CH:6][C:5]([C:8](=[O:17])[CH2:9][CH2:10][C:11]2[CH:16]=[CH:15][CH:14]=[CH:13][CH:12]=2)=[C:4]([NH:18][C:19]2[CH:24]=[CH:23][CH:22]=[C:21]([N:25]3[C:29]([CH3:30])=[CH:28][CH:27]=[C:26]3[CH3:31])[N:20]=2)[CH:3]=1.C[Si]([N-:36][Si](C)(C)C)(C)C.[Na+].[CH2:42]1[CH2:46][O:45][CH2:44][CH2:43]1, predict the reaction product. The product is: [CH2:10]([C:9]1[C:8](=[O:17])[C:5]2[C:4](=[CH:3][C:2]([Cl:1])=[CH:7][CH:6]=2)[N:18]([C:19]2[CH:24]=[CH:23][CH:22]=[C:21]([N:25]3[C:26]([CH3:31])=[CH:27][CH:28]=[C:29]3[CH3:30])[N:20]=2)[C:43]=1[C:44]1[O:45][CH:46]=[CH:42][N:36]=1)[C:11]1[CH:12]=[CH:13][CH:14]=[CH:15][CH:16]=1. (6) Given the reactants [C:1]([O:5][C:6]([N:8]1[CH2:12][C@@H:11]([NH2:13])[CH2:10][C@H:9]1[CH2:14][CH3:15])=[O:7])([CH3:4])([CH3:3])[CH3:2].[F:16][C:17]([F:31])([F:30])[C:18]1[CH:19]=[C:20]([CH:23]=[C:24]([C:26]([F:29])([F:28])[F:27])[CH:25]=1)[CH:21]=O.[BH4-].[Na+], predict the reaction product. The product is: [C:1]([O:5][C:6]([N:8]1[CH2:12][C@@H:11]([NH:13][CH2:21][C:20]2[CH:23]=[C:24]([C:26]([F:28])([F:29])[F:27])[CH:25]=[C:18]([C:17]([F:16])([F:30])[F:31])[CH:19]=2)[CH2:10][C@H:9]1[CH2:14][CH3:15])=[O:7])([CH3:4])([CH3:3])[CH3:2]. (7) Given the reactants [CH3:1][C:2]1[N:3]([C:8]2[CH:13]=[CH:12][CH:11]=[CH:10][CH:9]=2)[C:4]([CH3:7])=[CH:5][CH:6]=1.CN([CH:17]=[O:18])C.P(Cl)(Cl)(Cl)=O.C([O-])([O-])=O.[Na+].[Na+], predict the reaction product. The product is: [CH3:1][C:2]1[N:3]([C:8]2[CH:13]=[CH:12][CH:11]=[CH:10][CH:9]=2)[C:4]([CH3:7])=[CH:5][C:6]=1[CH:17]=[O:18]. (8) Given the reactants [CH3:1][O:2][C:3]([C:5]1[C:6]([OH:31])=[C:7]2[C:12](=[C:13](Br)[N:14]=1)[N:11]([C@H:16]([C:18]1[CH:23]=[CH:22][CH:21]=[CH:20][CH:19]=1)[CH3:17])[C:10](=[O:24])[C:9]([C:25]1[CH:30]=[CH:29][CH:28]=[CH:27][CH:26]=1)=[CH:8]2)=[O:4].C([Sn](CCCC)(CCCC)[C:37]1[CH:38]=[N:39][CH:40]=[CH:41][CH:42]=1)CCC.CCOC(C)=O.Cl, predict the reaction product. The product is: [CH3:1][O:2][C:3]([C:5]1[C:6]([OH:31])=[C:7]2[C:12](=[C:13]([C:37]3[CH:38]=[N:39][CH:40]=[CH:41][CH:42]=3)[N:14]=1)[N:11]([C@H:16]([C:18]1[CH:23]=[CH:22][CH:21]=[CH:20][CH:19]=1)[CH3:17])[C:10](=[O:24])[C:9]([C:25]1[CH:30]=[CH:29][CH:28]=[CH:27][CH:26]=1)=[CH:8]2)=[O:4]. (9) Given the reactants [CH:1]([OH:14])([C:8]1[CH:13]=[CH:12][CH:11]=[CH:10][CH:9]=1)[C:2]1[CH:7]=[CH:6][CH:5]=[CH:4][CH:3]=1.[C:15]1(=[O:30])[CH2:29][CH2:28][CH2:27][CH2:26][CH2:25][CH2:24][CH2:23][CH2:22][CH2:21][CH2:20][CH2:19][CH2:18][CH2:17][CH2:16]1.ON1C(=O)C2=CC=CC=C2C1=O.N(C(C)(C)C#N)=NC(C)(C)C#N.O=O.FC(F)(F)C(O)C(F)(F)F.C1(C)C=CC(S(O)(=O)=O)=CC=1, predict the reaction product. The product is: [CH2:23]1[CH2:24][CH2:25][CH2:26][CH2:27][CH2:28][CH2:29][C:15](=[O:14])[O:30][CH2:16][CH2:17][CH2:18][CH2:19][CH2:20][CH2:21][CH2:22]1.[C:15]1(=[O:30])[CH2:29][CH2:28][CH2:27][CH2:26][CH2:25][CH2:24][CH2:23][CH2:22][CH2:21][CH2:20][CH2:19][CH2:18][CH2:17][CH2:16]1.[C:8]1([C:1]([C:2]2[CH:3]=[CH:4][CH:5]=[CH:6][CH:7]=2)=[O:14])[CH:9]=[CH:10][CH:11]=[CH:12][CH:13]=1.[CH:1]([OH:14])([C:8]1[CH:9]=[CH:10][CH:11]=[CH:12][CH:13]=1)[C:2]1[CH:7]=[CH:6][CH:5]=[CH:4][CH:3]=1. (10) The product is: [CH3:14][O:15][C:16]1[CH:17]=[C:18]([C:24]2([CH2:29][NH:30][C:11]([C:2]3[CH:3]=[CH:4][C:5]4[C:10](=[CH:9][CH:8]=[CH:7][CH:6]=4)[N:1]=3)=[O:13])[CH2:25][CH2:26][CH2:27][CH2:28]2)[CH:19]=[CH:20][C:21]=1[O:22][CH3:23]. Given the reactants [N:1]1[C:10]2[C:5](=[CH:6][CH:7]=[CH:8][CH:9]=2)[CH:4]=[CH:3][C:2]=1[C:11]([OH:13])=O.[CH3:14][O:15][C:16]1[CH:17]=[C:18]([C:24]2([CH2:29][NH2:30])[CH2:28][CH2:27][CH2:26][CH2:25]2)[CH:19]=[CH:20][C:21]=1[O:22][CH3:23].C(N(CC)CC)C.F[P-](F)(F)(F)(F)F.N1(OC(N(C)C)=[N+](C)C)C2N=CC=CC=2N=N1, predict the reaction product.